From a dataset of Catalyst prediction with 721,799 reactions and 888 catalyst types from USPTO. Predict which catalyst facilitates the given reaction. (1) Reactant: [CH:1]1([C:5]([O:7]CC)=O)[CH2:4][CH2:3][CH2:2]1.[CH3:10][C:11]([CH3:13])=[O:12]. Product: [CH:1]1([C:5](=[O:7])[CH2:10][C:11](=[O:12])[CH3:13])[CH2:2][CH2:3][CH2:4]1. The catalyst class is: 28. (2) Reactant: [CH3:1][O:2][C:3](=[O:42])[CH2:4][C@H:5]1[C:9]2[CH:10]=[CH:11][C:12]([O:14][C@H:15]3[C:23]4[C:18](=[C:19]([O:25][C:26]5[CH:31]=[CH:30][C:29]([O:32][Si](C(C)(C)C)(C)C)=[C:28]([C:40]#[N:41])[CH:27]=5)[CH:20]=[CH:21][C:22]=4[F:24])[CH2:17][CH2:16]3)=[CH:13][C:8]=2[O:7][CH2:6]1.[F-].C([N+](CCCC)(CCCC)CCCC)CCC. Product: [CH3:1][O:2][C:3](=[O:42])[CH2:4][C@H:5]1[C:9]2[CH:10]=[CH:11][C:12]([O:14][C@H:15]3[C:23]4[C:18](=[C:19]([O:25][C:26]5[CH:31]=[CH:30][C:29]([OH:32])=[C:28]([C:40]#[N:41])[CH:27]=5)[CH:20]=[CH:21][C:22]=4[F:24])[CH2:17][CH2:16]3)=[CH:13][C:8]=2[O:7][CH2:6]1. The catalyst class is: 7. (3) Reactant: [F:1][C:2]1[CH:7]=[CH:6][C:5]([N:8]2[C:16]3[CH:15]=[C:14]4[CH2:17][CH2:18][C@H:19]5[C:24]([C@@:13]4([CH3:34])[CH2:12][C:11]=3[CH:10]=[N:9]2)=[CH:23][CH2:22][C@@H:21]([C:25]([F:28])([F:27])[F:26])[C@@H:20]5[C:29](OCC)=[O:30])=[CH:4][CH:3]=1.[H-].C([Al+]CC(C)C)C(C)C. Product: [F:1][C:2]1[CH:7]=[CH:6][C:5]([N:8]2[C:16]3[CH:15]=[C:14]4[CH2:17][CH2:18][C@H:19]5[C:24]([C@@:13]4([CH3:34])[CH2:12][C:11]=3[CH:10]=[N:9]2)=[CH:23][CH2:22][C@@H:21]([C:25]([F:26])([F:28])[F:27])[C@@H:20]5[CH:29]=[O:30])=[CH:4][CH:3]=1.[F:1][C:2]1[CH:7]=[CH:6][C:5]([N:8]2[C:16]3[CH:15]=[C:14]4[CH2:17][CH2:18][C@H:19]5[C:24]([C@@:13]4([CH3:34])[CH2:12][C:11]=3[CH:10]=[N:9]2)=[CH:23][CH2:22][C@@H:21]([C:25]([F:26])([F:28])[F:27])[C@@H:20]5[CH2:29][OH:30])=[CH:4][CH:3]=1. The catalyst class is: 2. (4) Reactant: [CH3:1][O:2][C:3]1[CH:8]=[CH:7][C:6]([C:9](=O)[CH2:10][C:11]([C:13]2[CH:18]=[CH:17][C:16]([O:19][CH3:20])=[CH:15][CH:14]=2)=O)=[CH:5][CH:4]=1.C(=O)([O-])O.[Na+].S(O)(O)(=O)=O.[CH3:32][NH:33][NH2:34]. Product: [CH3:1][O:2][C:3]1[CH:8]=[CH:7][C:6]([C:9]2[CH:10]=[C:11]([C:13]3[CH:18]=[CH:17][C:16]([O:19][CH3:20])=[CH:15][CH:14]=3)[N:33]([CH3:32])[N:34]=2)=[CH:5][CH:4]=1. The catalyst class is: 8. (5) Reactant: Cl[C:2]([O:4][CH2:5][C:6]1[CH:11]=[CH:10][CH:9]=[CH:8][CH:7]=1)=[O:3].[CH2:12]([NH2:16])[CH2:13][CH:14]=[CH2:15].C(=O)(O)[O-].[Na+]. Product: [CH2:12]([NH:16][C:2](=[O:3])[O:4][CH2:5][C:6]1[CH:11]=[CH:10][CH:9]=[CH:8][CH:7]=1)[CH2:13][CH:14]=[CH2:15]. The catalyst class is: 34. (6) Product: [CH3:1][S:2]([C:5]1[N:10]=[C:9]([CH2:11][CH2:12][C:13]2[CH:18]=[CH:17][CH:16]=[CH:15][C:14]=2[CH2:19][C:20]([O:22][CH3:23])=[O:21])[C:8]([C:24]([F:27])([F:26])[F:25])=[CH:7][N:6]=1)(=[O:3])=[O:4]. Reactant: [CH3:1][S:2]([C:5]1[N:10]=[C:9]([C:11]#[C:12][C:13]2[CH:18]=[CH:17][CH:16]=[CH:15][C:14]=2[CH2:19][C:20]([O:22][CH3:23])=[O:21])[C:8]([C:24]([F:27])([F:26])[F:25])=[CH:7][N:6]=1)(=[O:4])=[O:3]. The catalyst class is: 394. (7) Reactant: [Br:1][C:2]1[CH:7]=[CH:6][C:5]([C:8]2[CH2:9][CH2:10][CH2:11][N:12]=2)=[CH:4][CH:3]=1.CC(O)=O.[BH4-].[Na+].Cl. Product: [Br:1][C:2]1[CH:3]=[CH:4][C:5]([CH:8]2[CH2:9][CH2:10][CH2:11][NH:12]2)=[CH:6][CH:7]=1. The catalyst class is: 5. (8) The catalyst class is: 124. Product: [F:8][C:9]1[C:10]([CH2:11][N:12]2[CH2:32][CH2:31][C:15]3([O:20][CH2:19][CH2:18][N:17]([C:21]([C:23]4[N:24]=[C:25]([CH:28]([CH3:30])[CH3:29])[S:26][CH:27]=4)=[O:22])[CH2:16]3)[CH2:14][CH2:13]2)=[CH:33][CH:34]=[C:35]([F:40])[C:36]=1[CH2:37][CH:38]=[O:39]. Reactant: C(O)(C(F)(F)F)=O.[F:8][C:9]1[C:36]([CH2:37][CH2:38][OH:39])=[C:35]([F:40])[CH:34]=[CH:33][C:10]=1[CH2:11][N:12]1[CH2:32][CH2:31][C:15]2([O:20][CH2:19][CH2:18][N:17]([C:21]([C:23]3[N:24]=[C:25]([CH:28]([CH3:30])[CH3:29])[S:26][CH:27]=3)=[O:22])[CH2:16]2)[CH2:14][CH2:13]1.CC(OI1(OC(C)=O)(OC(C)=O)OC(=O)C2C=CC=CC1=2)=O.S([O-])([O-])(=O)=S.[Na+].[Na+].C(=O)(O)[O-].[Na+].